Task: Predict the product of the given reaction.. Dataset: Forward reaction prediction with 1.9M reactions from USPTO patents (1976-2016) (1) The product is: [CH2:21]([O:20][C:18]([NH:17][C:10]1[C:11]2[C:16](=[CH:15][CH:14]=[CH:13][CH:12]=2)[C:7]([CH2:6][CH2:5][OH:4])=[C:8]([NH:28][C:29]([C:31]2[NH:32][C:33]3[C:38]([CH:39]=2)=[CH:37][C:36]([O:40][CH3:41])=[CH:35][CH:34]=3)=[O:30])[CH:9]=1)=[O:19])[C:22]1[CH:23]=[CH:24][CH:25]=[CH:26][CH:27]=1. Given the reactants C([O:4][CH2:5][CH2:6][C:7]1[C:16]2[C:11](=[CH:12][CH:13]=[CH:14][CH:15]=2)[C:10]([NH:17][C:18]([O:20][CH2:21][C:22]2[CH:27]=[CH:26][CH:25]=[CH:24][CH:23]=2)=[O:19])=[CH:9][C:8]=1[NH:28][C:29]([C:31]1[NH:32][C:33]2[C:38]([CH:39]=1)=[CH:37][C:36]([O:40][CH3:41])=[CH:35][CH:34]=2)=[O:30])(=O)C.O1CCCC1.C(=O)([O-])[O-].[K+].[K+], predict the reaction product. (2) Given the reactants [C:1]([O:5][C:6]([N:8]1[CH2:17][CH2:16][C:15]2[C:10](=[CH:11][C:12](OS(C(F)(F)F)(=O)=O)=[C:13]([O:18][CH3:19])[CH:14]=2)[CH:9]1[CH2:28][C:29]1[CH:34]=[CH:33][C:32]([Cl:35])=[C:31]([Cl:36])[CH:30]=1)=[O:7])([CH3:4])([CH3:3])[CH3:2].[CH3:37][N:38](C=O)C, predict the reaction product. The product is: [C:1]([O:5][C:6]([N:8]1[CH2:17][CH2:16][C:15]2[C:10](=[CH:11][C:12]([C:37]#[N:38])=[C:13]([O:18][CH3:19])[CH:14]=2)[CH:9]1[CH2:28][C:29]1[CH:34]=[CH:33][C:32]([Cl:35])=[C:31]([Cl:36])[CH:30]=1)=[O:7])([CH3:3])([CH3:2])[CH3:4]. (3) Given the reactants [F:1][C:2]([F:9])([F:8])[C:3]1[CH:4]=[N:5][NH:6][CH:7]=1.N1C2C(=CC=CC=2O)C=CC=1.C(=O)([O-])[O-].[K+].[K+].Br[C:28]1[CH:33]=[CH:32][C:31]([CH:34]=[C:35]([C:40]2[CH:49]=[CH:48][C:43]([C:44]([O:46][CH3:47])=[O:45])=[CH:42][CH:41]=2)[CH2:36][CH:37]([CH3:39])[CH3:38])=[CH:30][CH:29]=1, predict the reaction product. The product is: [CH3:38][CH:37]([CH3:39])[CH2:36][C:35]([C:40]1[CH:41]=[CH:42][C:43]([C:44]([O:46][CH3:47])=[O:45])=[CH:48][CH:49]=1)=[CH:34][C:31]1[CH:32]=[CH:33][C:28]([N:5]2[CH:4]=[C:3]([C:2]([F:9])([F:8])[F:1])[CH:7]=[N:6]2)=[CH:29][CH:30]=1. (4) Given the reactants [F:1][C:2]1[CH:3]=[C:4]([CH:7]=[CH:8][C:9]=1F)[C:5]#[N:6].[OH:11][CH:12]1[CH2:17][CH2:16][N:15]([C:18]([O:20][C:21]([CH3:24])([CH3:23])[CH3:22])=[O:19])[CH2:14][CH2:13]1.[H-].[Na+], predict the reaction product. The product is: [C:5]([C:4]1[CH:7]=[CH:8][C:9]([O:11][CH:12]2[CH2:13][CH2:14][N:15]([C:18]([O:20][C:21]([CH3:24])([CH3:23])[CH3:22])=[O:19])[CH2:16][CH2:17]2)=[C:2]([F:1])[CH:3]=1)#[N:6]. (5) Given the reactants [F:1][C:2]1[CH:7]=[CH:6][CH:5]=[CH:4][C:3]=1[OH:8].[H-].[Na+].Br[CH2:12][CH2:13][C:14](O)=[O:15].Cl, predict the reaction product. The product is: [F:1][C:2]1[CH:7]=[CH:6][CH:5]=[C:4]2[C:3]=1[O:8][CH2:12][CH2:13][C:14]2=[O:15].